From a dataset of Forward reaction prediction with 1.9M reactions from USPTO patents (1976-2016). Predict the product of the given reaction. (1) Given the reactants [CH2:1]([N:8]1[C:16]2[C:11](=[N:12][C:13](Cl)=[CH:14][CH:15]=2)[N:10]=[C:9]1[CH3:18])[C:2]1[CH:7]=[CH:6][CH:5]=[CH:4][CH:3]=1.[NH:19]([C:28]([O:30][C:31]([CH3:34])([CH3:33])[CH3:32])=[O:29])[NH:20][C:21]([O:23][C:24]([CH3:27])([CH3:26])[CH3:25])=[O:22].C(=O)([O-])[O-].[Cs+].[Cs+], predict the reaction product. The product is: [CH2:1]([N:8]1[C:16]2[C:11](=[N:12][C:13]([N:19]([C:28]([O:30][C:31]([CH3:34])([CH3:33])[CH3:32])=[O:29])[NH:20][C:21]([O:23][C:24]([CH3:25])([CH3:26])[CH3:27])=[O:22])=[CH:14][CH:15]=2)[N:10]=[C:9]1[CH3:18])[C:2]1[CH:7]=[CH:6][CH:5]=[CH:4][CH:3]=1. (2) Given the reactants [Cl:1][C:2]1[N:7]=[C:6]([C:8]2[S:12][C:11](N)=[N:10][C:9]=2[C:14]2[CH:19]=[CH:18][CH:17]=[C:16]([N+:20]([O-:22])=[O:21])[CH:15]=2)[CH:5]=[CH:4][N:3]=1.N(OC(C)(C)C)=O, predict the reaction product. The product is: [Cl:1][C:2]1[N:7]=[C:6]([C:8]2[S:12][CH:11]=[N:10][C:9]=2[C:14]2[CH:19]=[CH:18][CH:17]=[C:16]([N+:20]([O-:22])=[O:21])[CH:15]=2)[CH:5]=[CH:4][N:3]=1. (3) Given the reactants [C:1]([CH2:3][C:4]([NH2:6])=[O:5])#[N:2].C[C:8]([CH3:11])([O-])[CH3:9].[K+].[CH3:13][C:14](=O)[C:15]#CC, predict the reaction product. The product is: [CH2:14]([C:15]1[CH:11]=[C:8]([CH3:9])[NH:6][C:4](=[O:5])[C:3]=1[C:1]#[N:2])[CH3:13]. (4) Given the reactants [CH3:1][C:2]1([CH3:16])[C@H:7]2[CH2:8][C@@H:3]1[CH2:4][C@H:5]([CH2:10][C:11]([O:13][CH2:14][CH3:15])=[O:12])[C:6]2=[O:9].[BH4-].[Na+], predict the reaction product. The product is: [OH:9][CH:6]1[C@@H:5]([CH2:10][C:11]([O:13][CH2:14][CH3:15])=[O:12])[CH2:4][C@H:3]2[CH2:8][C@@H:7]1[C:2]2([CH3:1])[CH3:16]. (5) Given the reactants [NH2:1][C:2]1[CH:11]=[C:10]2[C:5]([CH2:6][CH2:7][CH:8]([N:12]3[CH2:17][CH2:16][N:15]([C:18]([O:20][C:21]([CH3:24])([CH3:23])[CH3:22])=[O:19])[CH2:14][CH2:13]3)[CH2:9]2)=[CH:4][C:3]=1[N+:25]([O-:27])=[O:26].[OH-].[K+].Cl[O-].[Na+], predict the reaction product. The product is: [O-:26][N+:25]1[O:27][N:1]=[C:2]2[CH:11]=[C:10]3[C:5]([CH2:6][CH2:7][CH:8]([N:12]4[CH2:17][CH2:16][N:15]([C:18]([O:20][C:21]([CH3:22])([CH3:23])[CH3:24])=[O:19])[CH2:14][CH2:13]4)[CH2:9]3)=[CH:4][C:3]=12. (6) Given the reactants [CH3:1][C:2]1[CH:7]=[CH:6][C:5]([C:8]2[C:9]([C:14]([OH:16])=O)=[CH:10][CH:11]=[CH:12][CH:13]=2)=[CH:4][CH:3]=1.O.ON1C2C=CC=CC=2N=N1.Cl.CN(C)CCCN=C=NCC.[C:40]([N:43]1[C:51]2[C:46](=[CH:47][C:48]([NH2:52])=[CH:49][CH:50]=2)[CH2:45][CH2:44]1)(=[O:42])[CH3:41], predict the reaction product. The product is: [C:40]([N:43]1[C:51]2[C:46](=[CH:47][C:48]([NH:52][C:14]([C:9]3[C:8]([C:5]4[CH:4]=[CH:3][C:2]([CH3:1])=[CH:7][CH:6]=4)=[CH:13][CH:12]=[CH:11][CH:10]=3)=[O:16])=[CH:49][CH:50]=2)[CH2:45][CH2:44]1)(=[O:42])[CH3:41]. (7) Given the reactants CO[C:3]1([O:17][CH3:18])[CH2:8][CH2:7][CH:6]([O:9][CH2:10][C:11]2[CH:16]=[CH:15][CH:14]=[CH:13][CH:12]=2)[CH2:5][CH2:4]1.C[Si]([C:23]#[N:24])(C)C.FC(F)(F)S(O[Si](C)(C)C)(=O)=O.C(=O)(O)[O-].[Na+], predict the reaction product. The product is: [CH2:10]([O:9][CH:6]1[CH2:5][CH2:4][C:3]([O:17][CH3:18])([C:23]#[N:24])[CH2:8][CH2:7]1)[C:11]1[CH:12]=[CH:13][CH:14]=[CH:15][CH:16]=1. (8) The product is: [Br:30][C:31]1[CH:32]=[N:33][C:34]([N:15]2[C:16]3[C:21](=[CH:20][CH:19]=[C:18]([C:22]([N:24]4[CH2:29][CH2:28][O:27][CH2:26][CH2:25]4)=[O:23])[CH:17]=3)[C:13]([CH:11]([OH:10])[CH3:12])=[N:14]2)=[N:35][CH:36]=1. Given the reactants N1C2C(=CC=CC=2)C=N1.[OH:10][CH:11]([C:13]1[C:21]2[C:16](=[CH:17][C:18]([C:22]([N:24]3[CH2:29][CH2:28][O:27][CH2:26][CH2:25]3)=[O:23])=[CH:19][CH:20]=2)[NH:15][N:14]=1)[CH3:12].[Br:30][C:31]1[CH:32]=[N:33][C:34](Cl)=[N:35][CH:36]=1.C(=O)([O-])[O-].[K+].[K+], predict the reaction product.